Dataset: Reaction yield outcomes from USPTO patents with 853,638 reactions. Task: Predict the reaction yield, written as a fraction of the theoretical maximum amount of product (1.0 means a 100% yield; for example, 0.34 means a 34% yield). (1) The reactants are [CH2:1]([NH:8][C:9]1([C:12]2[CH:17]=[CH:16][C:15](Br)=[CH:14][CH:13]=2)[CH2:11][CH2:10]1)[C:2]1[CH:7]=[CH:6][CH:5]=[CH:4][CH:3]=1.[CH3:19][Si:20]([C:23]#[CH:24])([CH3:22])[CH3:21]. The catalyst is C(N(CC)CC)C.[Cu]I.Cl[Pd](Cl)([P](C1C=CC=CC=1)(C1C=CC=CC=1)C1C=CC=CC=1)[P](C1C=CC=CC=1)(C1C=CC=CC=1)C1C=CC=CC=1. The product is [CH2:1]([NH:8][C:9]1([C:12]2[CH:17]=[CH:16][C:15]([C:24]#[C:23][Si:20]([CH3:22])([CH3:21])[CH3:19])=[CH:14][CH:13]=2)[CH2:11][CH2:10]1)[C:2]1[CH:7]=[CH:6][CH:5]=[CH:4][CH:3]=1. The yield is 0.740. (2) The reactants are [CH3:1][C:2]([N:12]1[CH2:16][CH2:15][CH2:14][CH2:13]1)([CH3:11])[CH:3]([NH2:10])[C:4]1[CH:9]=[CH:8][CH:7]=[CH:6][CH:5]=1.[Cl:17][C:18]1[CH:26]=[C:25]([S:27][CH3:28])[C:21]([C:22](O)=[O:23])=[C:20]([CH3:29])[CH:19]=1.O.ON1C2C=CC=CC=2N=N1.C(Cl)CCl. The catalyst is C(Cl)Cl. The product is [Cl:17][C:18]1[CH:26]=[C:25]([S:27][CH3:28])[C:21]([C:22]([NH:10][CH:3]([C:4]2[CH:9]=[CH:8][CH:7]=[CH:6][CH:5]=2)[C:2]([CH3:1])([N:12]2[CH2:13][CH2:14][CH2:15][CH2:16]2)[CH3:11])=[O:23])=[C:20]([CH3:29])[CH:19]=1. The yield is 0.660. (3) The reactants are F[C:2](F)(F)C([O-])=O.[CH3:8][C:9]1[N:13]([CH2:14][C:15]2[CH:20]=[CH:19][N:18]=[C:17]([N:21]3[CH2:26][CH2:25][NH2+:24][CH2:23][CH2:22]3)[CH:16]=2)[N:12]=[C:11]([C:27]2[O:31][N:30]=[C:29]([C:32]3[CH:37]=[CH:36][C:35]([O:38][C:39]([F:42])([F:41])[F:40])=[CH:34][CH:33]=3)[N:28]=2)[N:10]=1.C=O.[BH3-]C#N.[Na+]. The catalyst is CCO. The product is [CH3:8][C:9]1[N:13]([CH2:14][C:15]2[CH:20]=[CH:19][N:18]=[C:17]([N:21]3[CH2:26][CH2:25][N:24]([CH3:2])[CH2:23][CH2:22]3)[CH:16]=2)[N:12]=[C:11]([C:27]2[O:31][N:30]=[C:29]([C:32]3[CH:33]=[CH:34][C:35]([O:38][C:39]([F:42])([F:40])[F:41])=[CH:36][CH:37]=3)[N:28]=2)[N:10]=1. The yield is 0.450. (4) The reactants are [F:1][C:2]1[CH:7]=[CH:6][CH:5]=[C:4]([F:8])[C:3]=1[C:9]1[N:14]=[C:13]([C:15]([NH:17][C:18]2[CH:19]=[N:20][CH:21]=[CH:22][C:23]=2[C@H:24]2[CH2:29][C@@H:28]([NH:30]C(=O)OC(C)(C)C)[C@H:27]([S:38][CH3:39])[C@@H:26]([CH3:40])[CH2:25]2)=[O:16])[CH:12]=[CH:11][C:10]=1[F:41].[OH:42]OS([O-])=O.[K+].C(O)(C(F)(F)F)=O.C(Cl)Cl. The catalyst is C1COCC1.O.CCOC(C)=O. The product is [NH2:30][C@H:28]1[C@H:27]([S@:38]([CH3:39])=[O:42])[C@@H:26]([CH3:40])[CH2:25][C@@H:24]([C:23]2[CH:22]=[CH:21][N:20]=[CH:19][C:18]=2[NH:17][C:15](=[O:16])[C:13]2[CH:12]=[CH:11][C:10]([F:41])=[C:9]([C:3]3[C:2]([F:1])=[CH:7][CH:6]=[CH:5][C:4]=3[F:8])[N:14]=2)[CH2:29]1. The yield is 0.330. (5) The reactants are [CH3:1][O:2][C:3]1[CH:4]=[C:5]2[C:10](=[CH:11][C:12]=1[O:13][CH3:14])[NH:9][CH:8]=[CH:7][C:6]2=[S:15].Br[C:17]1[S:18][C:19]([N+:22]([O-:24])=[O:23])=[CH:20][N:21]=1.C(OCC)(=O)C.[OH-].[Na+]. The catalyst is CN(C)C=O.CCCCCC. The product is [CH3:1][O:2][C:3]1[CH:4]=[C:5]2[C:10](=[CH:11][C:12]=1[O:13][CH3:14])[N:9]=[CH:8][CH:7]=[C:6]2[S:15][C:17]1[S:18][C:19]([N+:22]([O-:24])=[O:23])=[CH:20][N:21]=1. The yield is 0.490. (6) The reactants are C([N:8]([C:15]([C:31]1[CH:36]=[CH:35][C:34]([O:37][CH2:38][CH2:39][CH2:40][C:41]([F:44])([F:43])[F:42])=[CH:33][CH:32]=1)([C:20]([F:30])([F:29])[C:21](=[O:28])N1CCCCC1)[C:16]([F:19])([F:18])[F:17])[S:9]([C:11]([CH3:14])([CH3:13])[CH3:12])=[O:10])C1C=CC=CC=1.[C:45]1([CH3:53])[CH:50]=[CH:49][C:48]([Mg]Br)=[CH:47][CH:46]=1. The catalyst is C1COCC1. The product is [CH3:14][C:11]([S:9]([NH:8][C:15]([C:31]1[CH:32]=[CH:33][C:34]([O:37][CH2:38][CH2:39][CH2:40][C:41]([F:44])([F:42])[F:43])=[CH:35][CH:36]=1)([C:20]([F:30])([F:29])[C:21](=[O:28])[C:48]1[CH:49]=[CH:50][C:45]([CH3:53])=[CH:46][CH:47]=1)[C:16]([F:17])([F:18])[F:19])=[O:10])([CH3:12])[CH3:13]. The yield is 0.240.